This data is from Full USPTO retrosynthesis dataset with 1.9M reactions from patents (1976-2016). The task is: Predict the reactants needed to synthesize the given product. (1) Given the product [CH3:27][O:26][C:25]1[CH:24]=[C:23]([C:22]([O:33][CH3:34])=[O:32])[CH:31]=[CH:30][C:28]=1[O:29][C:17]1[CH:16]=[CH:15][C:12]2[CH2:13][CH2:14][N:8]([C:6]([O:5][C:2]([CH3:4])([CH3:3])[CH3:1])=[O:7])[CH2:9][CH2:10][C:11]=2[CH:18]=1, predict the reactants needed to synthesize it. The reactants are: [CH3:1][C:2]([O:5][C:6]([N:8]1[CH2:14][CH2:13][C:12]2[CH:15]=[CH:16][C:17](B(O)O)=[CH:18][C:11]=2[CH2:10][CH2:9]1)=[O:7])([CH3:4])[CH3:3].[C:22]([O:33][CH3:34])(=[O:32])[C:23]1[CH:31]=[CH:30][C:28]([OH:29])=[C:25]([O:26][CH3:27])[CH:24]=1.C(N(CC)CC)C. (2) Given the product [NH2:1][C:2]1[CH:7]=[CH:6][C:5]([O:8][C:23]2[CH:28]=[CH:27][N:26]=[C:25]([C:29]([NH:31][CH3:32])=[O:30])[CH:24]=2)=[CH:4][C:3]=1[N+:9]([O-:11])=[O:10], predict the reactants needed to synthesize it. The reactants are: [NH2:1][C:2]1[CH:7]=[CH:6][C:5]([OH:8])=[CH:4][C:3]=1[N+:9]([O-:11])=[O:10].C[Si]([N-][Si](C)(C)C)(C)C.[K+].Cl[C:23]1[CH:28]=[CH:27][N:26]=[C:25]([C:29]([NH:31][CH3:32])=[O:30])[CH:24]=1.C(=O)([O-])[O-].[K+].[K+]. (3) The reactants are: [Cl:1][C:2]1[CH:3]=[C:4]([C:9]2([C:13]([OH:22])([CH3:21])[CH2:14][N:15]3[CH2:20][CH2:19][CH2:18][CH2:17][CH2:16]3)[CH2:12][CH2:11][CH2:10]2)[CH:5]=[CH:6][C:7]=1[Cl:8].Cl. Given the product [Cl-:1].[Cl:1][C:2]1[CH:3]=[C:4]([C:9]2([C:13]([OH:22])([CH3:21])[CH2:14][NH+:15]3[CH2:16][CH2:17][CH2:18][CH2:19][CH2:20]3)[CH2:10][CH2:11][CH2:12]2)[CH:5]=[CH:6][C:7]=1[Cl:8], predict the reactants needed to synthesize it. (4) Given the product [C:9]1([CH3:12])[CH:10]=[CH:11][C:6]([C:4](=[O:5])[CH2:14][C:15]2[CH:23]=[CH:22][C:18]([CH3:19])=[CH:17][CH:16]=2)=[CH:7][CH:8]=1, predict the reactants needed to synthesize it. The reactants are: CON(C)[C:4]([C:6]1[CH:11]=[CH:10][C:9]([CH3:12])=[CH:8][CH:7]=1)=[O:5].[CH3:14][C:15]1[CH:23]=[CH:22][C:18]([CH2:19][Mg]Cl)=[CH:17][CH:16]=1.Cl. (5) Given the product [CH2:7]([NH:14][CH2:15][C@@H:16]1[NH:17][CH2:18][C@H:19]([OH:21])[CH2:20]1)[C:8]1[CH:9]=[CH:10][CH:11]=[CH:12][CH:13]=1, predict the reactants needed to synthesize it. The reactants are: [H-].[Al+3].[Li+].[H-].[H-].[H-].[CH2:7]([NH:14][C:15](=O)[C@H:16]1[CH2:20][C@@H:19]([OH:21])[CH2:18][NH:17]1)[C:8]1[CH:13]=[CH:12][CH:11]=[CH:10][CH:9]=1.O.[OH-].[Na+]. (6) The reactants are: [Br:1][C:2]1[CH:6]=[N:5][N:4]([CH3:7])[C:3]=1[NH:8][C:9]1[CH:14]=[CH:13][C:12](I)=[CH:11][CH:10]=1.C(=O)([O-])[O-].[Cs+].[Cs+].[CH3:22][O:23][CH2:24][CH2:25]OC. Given the product [Br:1][C:2]1[CH:6]=[N:5][N:4]([CH3:7])[C:3]=1[NH:8][C:9]1[CH:14]=[CH:13][C:12]([C:2]2[CH:3]=[N:4][C:24]([O:23][CH3:22])=[CH:25][CH:6]=2)=[CH:11][CH:10]=1, predict the reactants needed to synthesize it. (7) Given the product [Br:20][C:21]1[C:22]([N+:26]([O-:28])=[O:27])=[N:23][N:24]([C:11]2[CH:12]=[CH:13][CH:14]=[C:9]([C:8]([F:19])([F:18])[F:7])[CH:10]=2)[CH:25]=1, predict the reactants needed to synthesize it. The reactants are: N1C=CC=CC=1.[F:7][C:8]([F:19])([F:18])[C:9]1[CH:10]=[C:11](B(O)O)[CH:12]=[CH:13][CH:14]=1.[Br:20][C:21]1[C:22]([N+:26]([O-:28])=[O:27])=[N:23][NH:24][CH:25]=1.